From a dataset of Forward reaction prediction with 1.9M reactions from USPTO patents (1976-2016). Predict the product of the given reaction. Given the reactants [CH3:1][C:2]1[N:3]([CH2:25][CH:26]([CH3:28])[CH3:27])[C:4]2[C:13]3[CH:12]=[CH:11][C:10]([O:14][CH2:15][CH2:16][CH:17]4[CH2:22][CH2:21][NH:20][CH2:19][CH2:18]4)=[CH:9][C:8]=3[N:7]=[C:6]([NH2:23])[C:5]=2[N:24]=1.[CH:29]1([N:35]=[C:36]=[O:37])[CH2:34][CH2:33][CH2:32][CH2:31][CH2:30]1, predict the reaction product. The product is: [NH2:23][C:6]1[C:5]2[N:24]=[C:2]([CH3:1])[N:3]([CH2:25][CH:26]([CH3:28])[CH3:27])[C:4]=2[C:13]2[CH:12]=[CH:11][C:10]([O:14][CH2:15][CH2:16][CH:17]3[CH2:18][CH2:19][N:20]([C:36]([NH:35][CH:29]4[CH2:34][CH2:33][CH2:32][CH2:31][CH2:30]4)=[O:37])[CH2:21][CH2:22]3)=[CH:9][C:8]=2[N:7]=1.